Task: Predict the reactants needed to synthesize the given product.. Dataset: Full USPTO retrosynthesis dataset with 1.9M reactions from patents (1976-2016) Given the product [CH:3]([OH:28])=[O:2].[CH:25]1[C:13]2[CH2:12][C:11]3([CH2:26][CH2:27][CH:9]([N:7]4[CH2:8][CH:5]([CH2:4][C:3]([OH:28])=[O:2])[CH2:6]4)[CH2:10]3)[C:17]3[CH:18]=[CH:19][CH:20]=[CH:21][C:16]=3[CH2:15][C:14]=2[CH:22]=[CH:23][CH:24]=1, predict the reactants needed to synthesize it. The reactants are: C[O:2][C:3](=[O:28])[CH2:4][CH:5]1[CH2:8][N:7]([CH:9]2[CH2:27][CH2:26][C:11]3([C:17]4[CH:18]=[CH:19][CH:20]=[CH:21][C:16]=4[CH2:15][C:14]4[CH:22]=[CH:23][CH:24]=[CH:25][C:13]=4[CH2:12]3)[CH2:10]2)[CH2:6]1.[OH-].[K+].